From a dataset of Reaction yield outcomes from USPTO patents with 853,638 reactions. Predict the reaction yield, written as a fraction of the theoretical maximum amount of product (1.0 means a 100% yield; for example, 0.34 means a 34% yield). The reactants are [H-].[Na+].[CH3:3][S:4]([NH2:7])(=[O:6])=[O:5].[Cl:8][C:9]1[CH:10]=[C:11]2[C:16](=[C:17]([C:19](O)=[O:20])[CH:18]=1)[NH:15][CH:14]([C:22]1[CH:27]=[CH:26][CH:25]=[C:24]([N:28]3[CH2:33][CH2:32][O:31][CH2:30][CH2:29]3)[CH:23]=1)[CH2:13][C:12]2([CH3:35])[CH3:34].C(N1C=CN=C1)(N1C=CN=C1)=O. The catalyst is CN(C)C=O.O. The product is [Cl:8][C:9]1[CH:10]=[C:11]2[C:16](=[C:17]([C:19]([NH:7][S:4]([CH3:3])(=[O:6])=[O:5])=[O:20])[CH:18]=1)[NH:15][CH:14]([C:22]1[CH:27]=[CH:26][CH:25]=[C:24]([N:28]3[CH2:33][CH2:32][O:31][CH2:30][CH2:29]3)[CH:23]=1)[CH2:13][C:12]2([CH3:35])[CH3:34]. The yield is 0.0800.